Dataset: Full USPTO retrosynthesis dataset with 1.9M reactions from patents (1976-2016). Task: Predict the reactants needed to synthesize the given product. Given the product [Cl:1][C:2]1[C:11]([CH:12]=[O:13])=[CH:10][C:9]2[C:4](=[CH:5][CH:6]=[C:7]([C:14]3[CH:19]=[CH:18][CH:17]=[CH:16][C:15]=3[CH3:20])[CH:8]=2)[N:3]=1, predict the reactants needed to synthesize it. The reactants are: [Cl:1][C:2]1[C:11]([CH2:12][OH:13])=[CH:10][C:9]2[C:4](=[CH:5][CH:6]=[C:7]([C:14]3[CH:19]=[CH:18][CH:17]=[CH:16][C:15]=3[CH3:20])[CH:8]=2)[N:3]=1.C(Cl)Cl.